This data is from HIV replication inhibition screening data with 41,000+ compounds from the AIDS Antiviral Screen. The task is: Binary Classification. Given a drug SMILES string, predict its activity (active/inactive) in a high-throughput screening assay against a specified biological target. (1) The molecule is Cc1nsnc1CCO. The result is 0 (inactive). (2) The molecule is CN(C)c1nc(N2CCOCC2)[s+]s1.[Br-]. The result is 0 (inactive). (3) The compound is Clc1ccc(OCc2nnc3n2N=C(c2ccccc2)CS3)c(Cl)c1. The result is 0 (inactive). (4) The compound is CCOC(=O)c1cc2c3c(c(C(C)=O)c(OC)c2[nH]1)N(C(=O)CC)CC3. The result is 0 (inactive). (5) The result is 0 (inactive). The drug is COc1ccc(NC(C)=O)cc1N1C(=O)C(=Cc2cc(OC)c(OC)c(OC)c2)SC1c1ccccc1. (6) The molecule is COC(=O)C1=CC2C(=O)c3ccccc3C1(c1ccccc1)N2C1CCCCC1. The result is 0 (inactive). (7) The molecule is Cl.O=C(OCCN1CCCC1)c1cc2ccccc2n1Cc1ccccc1. The result is 0 (inactive).